This data is from CYP2C9 inhibition data for predicting drug metabolism from PubChem BioAssay. The task is: Regression/Classification. Given a drug SMILES string, predict its absorption, distribution, metabolism, or excretion properties. Task type varies by dataset: regression for continuous measurements (e.g., permeability, clearance, half-life) or binary classification for categorical outcomes (e.g., BBB penetration, CYP inhibition). Dataset: cyp2c9_veith. The molecule is S=c1c2[nH]cnc2ncn1CCSc1ncnc2nc[nH]c12. The result is 0 (non-inhibitor).